Task: Predict the reaction yield, written as a fraction of the theoretical maximum amount of product (1.0 means a 100% yield; for example, 0.34 means a 34% yield).. Dataset: Reaction yield outcomes from USPTO patents with 853,638 reactions The reactants are [OH:1][CH:2]1[O:10][C@H:9]([CH2:11][OH:12])[C@@H:7]([OH:8])[C@H:5]([OH:6])[C@H:3]1[NH2:4].Cl.OC1O[C@H](CO)[C@@H](O)[C@H](O)[C@H]1N.[CH:26](=O)[C:27]1[CH:32]=[CH:31][C:30]([O:33][CH3:34])=[CH:29][CH:28]=1. The catalyst is [OH-].[Na+]. The product is [CH3:34][O:33][C:30]1[CH:31]=[CH:32][C:27]([CH:26]=[N:4][C@@H:3]2[C@@H:5]([OH:6])[C@H:7]([OH:8])[C@@H:9]([CH2:11][OH:12])[O:10][CH:2]2[OH:1])=[CH:28][CH:29]=1. The yield is 0.955.